Dataset: Forward reaction prediction with 1.9M reactions from USPTO patents (1976-2016). Task: Predict the product of the given reaction. (1) The product is: [F:15][C:16]([F:27])([F:26])[C:17]([NH:1][C:2]1[N:7]=[C:6]([OH:8])[CH:5]=[C:4]([C:9]2[CH:14]=[CH:13][CH:12]=[CH:11][CH:10]=2)[N:3]=1)=[O:18]. Given the reactants [NH2:1][C:2]1[N:7]=[C:6]([OH:8])[CH:5]=[C:4]([C:9]2[CH:14]=[CH:13][CH:12]=[CH:11][CH:10]=2)[N:3]=1.[F:15][C:16]([F:27])([F:26])[C:17](O[C:17](=[O:18])[C:16]([F:27])([F:26])[F:15])=[O:18], predict the reaction product. (2) Given the reactants [C:1]([NH:4][C:5]1[CH:31]=[CH:30][CH:29]=[C:7]2[C:8]([N:10]([CH:13]([C:18]3[CH:23]=[CH:22][C:21]([O:24][CH3:25])=[C:20]([O:26][CH2:27][CH3:28])[CH:19]=3)[CH2:14][C:15]([OH:17])=O)[C:11](=[O:12])[C:6]=12)=[O:9])(=[O:3])[CH3:2].C(N1C=CN=C1)(N1C=CN=C1)=O.Cl.[NH2:45][OH:46], predict the reaction product. The product is: [C:1]([NH:4][C:5]1[CH:31]=[CH:30][CH:29]=[C:7]2[C:8]([N:10]([CH:13]([C:18]3[CH:23]=[CH:22][C:21]([O:24][CH3:25])=[C:20]([O:26][CH2:27][CH3:28])[CH:19]=3)[CH2:14][C:15]([NH:45][OH:46])=[O:17])[C:11](=[O:12])[C:6]=12)=[O:9])(=[O:3])[CH3:2]. (3) Given the reactants C(=O)([O-])[O-].[Cs+].[Cs+].C1C=CC(P(C2C(C3C(P(C4C=CC=CC=4)C4C=CC=CC=4)=CC=C4C=3C=CC=C4)=C3C(C=CC=C3)=CC=2)C2C=CC=CC=2)=CC=1.Br[C:54]1[CH:55]=[C:56]([C:64]([O:66][CH3:67])=[O:65])[C:57]2[C:62]([CH:63]=1)=[CH:61][CH:60]=[CH:59][CH:58]=2.[CH3:68][O:69][CH2:70][CH2:71][NH2:72], predict the reaction product. The product is: [CH3:68][O:69][CH2:70][CH2:71][NH:72][C:54]1[CH:55]=[C:56]([C:64]([O:66][CH3:67])=[O:65])[C:57]2[C:62]([CH:63]=1)=[CH:61][CH:60]=[CH:59][CH:58]=2. (4) Given the reactants [NH2:1][CH2:2][C@@H:3]1[CH2:12][C:11]2[C:6](=[CH:7][CH:8]=[CH:9][CH:10]=2)[CH2:5][N:4]1C(OCC1C=CC=CC=1)=O.C(N(CC)CC)C.[C:30](O[C:30]([O:32][C:33]([CH3:36])([CH3:35])[CH3:34])=[O:31])([O:32][C:33]([CH3:36])([CH3:35])[CH3:34])=[O:31], predict the reaction product. The product is: [CH2:5]1[C:6]2[C:11](=[CH:10][CH:9]=[CH:8][CH:7]=2)[CH2:12][C@@H:3]([CH2:2][NH:1][C:30](=[O:31])[O:32][C:33]([CH3:36])([CH3:35])[CH3:34])[NH:4]1. (5) Given the reactants [Cl:1][C:2]1[C:11]2[C:6](=[CH:7][C:8]([O:14][CH3:15])=[C:9]([O:12][CH3:13])[CH:10]=2)[N:5]=[CH:4][N:3]=1.[CH3:16][C:17]1[CH:23]=[CH:22][C:21]([N+:24]([O-:26])=[O:25])=[CH:20][C:18]=1[NH2:19], predict the reaction product. The product is: [ClH:1].[CH3:16][C:17]1[CH:23]=[CH:22][C:21]([N+:24]([O-:26])=[O:25])=[CH:20][C:18]=1[NH:19][C:2]1[C:11]2[C:6](=[CH:7][C:8]([O:14][CH3:15])=[C:9]([O:12][CH3:13])[CH:10]=2)[N:5]=[CH:4][N:3]=1. (6) Given the reactants Cl.Cl.[Cl:3][C:4]1[C:5]([CH2:10][NH2:11])=[N:6][CH:7]=[CH:8][N:9]=1.C(N(CC)C(C)C)(C)C.Cl.CN(C)CCCN=C=NCC.ON1C2C=CC=CC=2N=N1.[CH2:43]([O:50][C:51]([N:53]1[CH2:58][CH2:57][CH:56]([C:59](O)=[O:60])[CH2:55][CH2:54]1)=[O:52])[C:44]1[CH:49]=[CH:48][CH:47]=[CH:46][CH:45]=1, predict the reaction product. The product is: [Cl:3][C:4]1[C:5]([CH2:10][NH:11][C:59]([CH:56]2[CH2:57][CH2:58][N:53]([C:51]([O:50][CH2:43][C:44]3[CH:45]=[CH:46][CH:47]=[CH:48][CH:49]=3)=[O:52])[CH2:54][CH2:55]2)=[O:60])=[N:6][CH:7]=[CH:8][N:9]=1. (7) Given the reactants BrCC(C1C=CC=CC=1OC)=[O:4].Br[CH2:14][C:15]([C:17]1[CH:22]=[CH:21][CH:20]=[C:19]([Cl:23])[CH:18]=1)=[O:16], predict the reaction product. The product is: [Cl:23][C:19]1[CH:18]=[C:17]([C:15](=[O:16])[CH2:14][OH:4])[CH:22]=[CH:21][CH:20]=1. (8) Given the reactants [ClH:1].O1CCOCC1.[C:8]([N:19]1[CH2:24][CH2:23][CH:22]([N:25]([CH3:27])[CH3:26])[CH2:21][CH2:20]1)(=[O:18])/[CH:9]=[CH:10]/[CH2:11][CH2:12][CH2:13][CH2:14][CH2:15][CH2:16][CH3:17], predict the reaction product. The product is: [ClH:1].[C:8]([N:19]1[CH2:20][CH2:21][CH:22]([N:25]([CH3:27])[CH3:26])[CH2:23][CH2:24]1)(=[O:18])/[CH:9]=[CH:10]/[CH2:11][CH2:12][CH2:13][CH2:14][CH2:15][CH2:16][CH3:17]. (9) The product is: [CH3:1][O:2][C:3]1[CH:4]=[C:5]([CH:11]([O:26][CH2:27][CH3:28])[CH2:12][N:13]2[CH:17]=[CH:16][NH:15][C:14]2=[O:25])[CH:6]=[CH:7][C:8]=1[O:9][CH3:10]. Given the reactants [CH3:1][O:2][C:3]1[CH:4]=[C:5]([CH:11]([O:26][CH2:27][CH3:28])[CH2:12][N:13]2[CH:17]=[CH:16][N:15](CC3C=CC=CC=3)[C:14]2=[O:25])[CH:6]=[CH:7][C:8]=1[O:9][CH3:10].C1([Li])C=CC=CC=1, predict the reaction product. (10) Given the reactants [CH:1]1([N:6]2[C:15]3[N:14]=[C:13]([N:16]4[CH:20]=[CH:19][C:18]([C:21]([OH:23])=O)=[N:17]4)[N:12]=[CH:11][C:10]=3[N:9]([CH3:24])[C:8](=[O:25])[C@H:7]2[CH2:26][CH3:27])[CH2:5][CH2:4][CH2:3][CH2:2]1.Cl.[CH3:29][NH2:30], predict the reaction product. The product is: [CH:1]1([N:6]2[C:15]3[N:14]=[C:13]([N:16]4[CH:20]=[CH:19][C:18]([C:21]([NH:30][CH3:29])=[O:23])=[N:17]4)[N:12]=[CH:11][C:10]=3[N:9]([CH3:24])[C:8](=[O:25])[C@H:7]2[CH2:26][CH3:27])[CH2:5][CH2:4][CH2:3][CH2:2]1.